This data is from Forward reaction prediction with 1.9M reactions from USPTO patents (1976-2016). The task is: Predict the product of the given reaction. Given the reactants [Cl:1][C:2]1[C:11]2[C:6](=[CH:7][C:8]([OH:14])=[C:9]([O:12][CH3:13])[CH:10]=2)[N:5]=[N:4][CH:3]=1.O[CH2:16][C:17]1[CH:22]=[CH:21][N:20]=[CH:19][CH:18]=1.N(C(N1CCCCC1)=O)=NC(N1CCCCC1)=O.C(P(CCCC)CCCC)CCC.Cl.C(O)(C)C, predict the reaction product. The product is: [ClH:1].[Cl:1][C:2]1[C:11]2[C:6](=[CH:7][C:8]([O:14][CH2:16][C:17]3[CH:22]=[CH:21][N:20]=[CH:19][CH:18]=3)=[C:9]([O:12][CH3:13])[CH:10]=2)[N:5]=[N:4][CH:3]=1.